Dataset: Forward reaction prediction with 1.9M reactions from USPTO patents (1976-2016). Task: Predict the product of the given reaction. (1) Given the reactants [F:1][C:2]([F:15])([F:14])[C:3]1[CH:8]=[C:7]([C:9]([F:12])([F:11])[F:10])[CH:6]=[CH:5][C:4]=1Br.[C:16]([N:23]1[CH2:28][CH2:27][NH:26][CH2:25][CH2:24]1)([O:18][C:19]([CH3:22])([CH3:21])[CH3:20])=[O:17].CC([O-])(C)C.[Na+].C1(P(C2C=CC=CC=2)C2C=CC3C(=CC=CC=3)C=2C2C3C(=CC=CC=3)C=CC=2P(C2C=CC=CC=2)C2C=CC=CC=2)C=CC=CC=1, predict the reaction product. The product is: [C:19]([O:18][C:16]([N:23]1[CH2:28][CH2:27][N:26]([C:4]2[CH:5]=[CH:6][C:7]([C:9]([F:12])([F:11])[F:10])=[CH:8][C:3]=2[C:2]([F:15])([F:14])[F:1])[CH2:25][CH2:24]1)=[O:17])([CH3:22])([CH3:20])[CH3:21]. (2) Given the reactants [NH2:1][C:2]1[CH:11]=[C:10]([CH3:12])[C:9]([O:13][CH3:14])=[CH:8][C:3]=1[C:4](OC)=[O:5].[CH:15]([NH2:17])=O, predict the reaction product. The product is: [CH3:14][O:13][C:9]1[CH:8]=[C:3]2[C:2](=[CH:11][C:10]=1[CH3:12])[NH:1][CH:15]=[N:17][C:4]2=[O:5]. (3) Given the reactants [OH:1][C:2]([CH3:30])([CH3:29])[C:3]#[C:4][C:5]1[C:26]([O:27][CH3:28])=[CH:25][C:8]2[C:9]([CH3:24])([CH3:23])[C:10]3[NH:11][C:12]4[C:17]([C:18]=3[C:19](=[O:20])[C:7]=2[CH:6]=1)=[CH:16][CH:15]=[C:14]([C:21]#[N:22])[CH:13]=4, predict the reaction product. The product is: [OH:1][C:2]([CH3:30])([CH3:29])[CH2:3][CH2:4][C:5]1[C:26]([O:27][CH3:28])=[CH:25][C:8]2[C:9]([CH3:23])([CH3:24])[C:10]3[NH:11][C:12]4[C:17]([C:18]=3[C:19](=[O:20])[C:7]=2[CH:6]=1)=[CH:16][CH:15]=[C:14]([C:21]#[N:22])[CH:13]=4. (4) Given the reactants Br[C:2]1[CH:23]=[CH:22][C:5]([C:6]([NH:8][S:9]([C:12]2[CH:17]=[CH:16][CH:15]=[CH:14][C:13]=2[S:18](=[O:21])(=[O:20])[NH2:19])(=[O:11])=[O:10])=[O:7])=[C:4]([F:24])[CH:3]=1.[CH3:25][C:26]([CH3:30])([CH3:29])[C:27]#[CH:28].C(NC(C)C)(C)C, predict the reaction product. The product is: [CH3:25][C:26]([CH3:30])([CH3:29])[C:27]#[C:28][C:2]1[CH:23]=[CH:22][C:5]([C:6]([NH:8][S:9]([C:12]2[CH:17]=[CH:16][CH:15]=[CH:14][C:13]=2[S:18](=[O:21])(=[O:20])[NH2:19])(=[O:11])=[O:10])=[O:7])=[C:4]([F:24])[CH:3]=1. (5) Given the reactants C1(P(C2C=CC=CC=2)C2C=CC=CC=2)C=CC=CC=1.CC(OC(/N=N/C(OC(C)C)=O)=O)C.[C:34]([O:38][C:39]([NH:41][C@H:42]1[C@H:47]([OH:48])[CH2:46][CH2:45][N:44]([C:49]([O:51][CH2:52][C:53]2[CH:58]=[CH:57][CH:56]=[CH:55][CH:54]=2)=[O:50])[CH2:43]1)=[O:40])([CH3:37])([CH3:36])[CH3:35].[C:59](O)(=[O:66])[C:60]1[CH:65]=[CH:64][CH:63]=[CH:62][CH:61]=1, predict the reaction product. The product is: [C:59]([O:48][C@H:47]1[CH2:46][CH2:45][N:44]([C:49]([O:51][CH2:52][C:53]2[CH:58]=[CH:57][CH:56]=[CH:55][CH:54]=2)=[O:50])[CH2:43][C@H:42]1[NH:41][C:39]([O:38][C:34]([CH3:37])([CH3:35])[CH3:36])=[O:40])(=[O:66])[C:60]1[CH:65]=[CH:64][CH:63]=[CH:62][CH:61]=1. (6) Given the reactants [C:1]([O:5][C:6](=[O:17])[C:7]1[CH:12]=[CH:11][C:10]([CH3:13])=[C:9]([N+:14]([O-:16])=[O:15])[CH:8]=1)([CH3:4])([CH3:3])[CH3:2].C=O.C[C:21]([O-:24])(C)C.[K+], predict the reaction product. The product is: [C:1]([O:5][C:6](=[O:17])[C:7]1[CH:12]=[CH:11][C:10]([CH2:13][CH2:21][OH:24])=[C:9]([N+:14]([O-:16])=[O:15])[CH:8]=1)([CH3:4])([CH3:2])[CH3:3].